Dataset: Forward reaction prediction with 1.9M reactions from USPTO patents (1976-2016). Task: Predict the product of the given reaction. (1) Given the reactants [CH3:1][O:2][C:3]1[CH:12]=[C:11]2[C:6]([CH:7]=[CH:8][C:9]([OH:13])=[CH:10]2)=[CH:5][CH:4]=1.C1C=CC(N([S:21]([C:24]([F:27])([F:26])[F:25])(=[O:23])=[O:22])[S:21]([C:24]([F:27])([F:26])[F:25])(=[O:23])=[O:22])=CC=1.C(N(CC)CC)C, predict the reaction product. The product is: [CH3:1][O:2][C:3]1[CH:12]=[C:11]2[C:6]([CH:7]=[CH:8][C:9]([O:13][S:21]([C:24]([F:27])([F:26])[F:25])(=[O:23])=[O:22])=[CH:10]2)=[CH:5][CH:4]=1. (2) Given the reactants N1C=CC=CC=1.C(B1OB(C=C)OB([CH:17]=[CH2:18])O1)=C.[CH2:19]([O:26][C:27]1[N:28]=[N:29][C:30](Cl)=[CH:31][C:32]=1[O:33][CH2:34][C:35]1[CH:40]=[CH:39][CH:38]=[CH:37][CH:36]=1)[C:20]1[CH:25]=[CH:24][CH:23]=[CH:22][CH:21]=1.C(=O)([O-])[O-].[K+].[K+], predict the reaction product. The product is: [CH2:19]([O:26][C:27]1[N:28]=[N:29][C:30]([CH:17]=[CH2:18])=[CH:31][C:32]=1[O:33][CH2:34][C:35]1[CH:40]=[CH:39][CH:38]=[CH:37][CH:36]=1)[C:20]1[CH:21]=[CH:22][CH:23]=[CH:24][CH:25]=1.